Dataset: Full USPTO retrosynthesis dataset with 1.9M reactions from patents (1976-2016). Task: Predict the reactants needed to synthesize the given product. Given the product [F:1][C:2]([F:14])([F:13])[O:3][C:4]1[CH:9]=[CH:8][C:7]([C:16]2[CH:22]=[CH:21][C:19]([NH2:20])=[CH:18][CH:17]=2)=[CH:6][CH:5]=1, predict the reactants needed to synthesize it. The reactants are: [F:1][C:2]([F:14])([F:13])[O:3][C:4]1[CH:9]=[CH:8][C:7](B(O)O)=[CH:6][CH:5]=1.Br[C:16]1[CH:22]=[CH:21][C:19]([NH2:20])=[CH:18][CH:17]=1.C(=O)([O-])[O-].[K+].[K+].